From a dataset of Catalyst prediction with 721,799 reactions and 888 catalyst types from USPTO. Predict which catalyst facilitates the given reaction. (1) Reactant: [CH3:1][C:2]1[C:3]([C:29]([F:32])([F:31])[F:30])=[CH:4][C:5]2[N:14]([CH2:15][CH2:16][CH2:17][CH2:18][CH2:19][CH2:20][C:21]([O:23]CC)=[O:22])[C:13]3[C:8]([C:9](=[O:27])[NH:10][C:11](=[O:26])[N:12]=3)=[N:7][C:6]=2[CH:28]=1.Cl.C([O-])(O)=O.[Na+:38]. Product: [CH3:1][C:2]1[C:3]([C:29]([F:30])([F:31])[F:32])=[CH:4][C:5]2[N:14]([CH2:15][CH2:16][CH2:17][CH2:18][CH2:19][CH2:20][C:21]([O-:23])=[O:22])[C:13]3[C:8]([C:9](=[O:27])[NH:10][C:11](=[O:26])[N:12]=3)=[N:7][C:6]=2[CH:28]=1.[Na+:38]. The catalyst class is: 1. (2) Reactant: [C:1]([O:5][C:6]([NH:8][C@H:9]1[CH2:14][CH2:13][CH2:12][CH2:11][C@H:10]1[NH:15][C:16]1[N:21]=[C:20]([CH3:22])[C:19]([C:23]([O:25][CH3:26])=[O:24])=[C:18]([C:27]2[CH:28]=[N:29][N:30]([CH3:32])[CH:31]=2)[N:17]=1)=[O:7])([CH3:4])([CH3:3])[CH3:2].[Se](=O)=[O:34]. Product: [C:1]([O:5][C:6]([NH:8][C@H:9]1[CH2:14][CH2:13][CH2:12][CH2:11][C@H:10]1[NH:15][C:16]1[N:21]=[C:20]([CH:22]=[O:34])[C:19]([C:23]([O:25][CH3:26])=[O:24])=[C:18]([C:27]2[CH:28]=[N:29][N:30]([CH3:32])[CH:31]=2)[N:17]=1)=[O:7])([CH3:4])([CH3:3])[CH3:2]. The catalyst class is: 12. (3) Reactant: [CH2:1]([N:4]1[CH2:9][CH2:8][CH2:7][CH2:6][C@H:5]1[C@H:10]([C:12]1[CH:17]=[CH:16][C:15]([Cl:18])=[C:14]([Cl:19])[CH:13]=1)[NH2:11])[CH:2]=[CH2:3].[N:20]([C:23]1[CH:24]=[C:25]2[C:29](=[CH:30][CH:31]=1)[NH:28][N:27]=[CH:26]2)=[C:21]=[S:22]. Product: [CH2:1]([N:4]1[CH2:9][CH2:8][CH2:7][CH2:6][C@H:5]1[C@H:10]([C:12]1[CH:17]=[CH:16][C:15]([Cl:18])=[C:14]([Cl:19])[CH:13]=1)[NH:11][C:21]([NH:20][C:23]1[CH:24]=[C:25]2[C:29](=[CH:30][CH:31]=1)[NH:28][N:27]=[CH:26]2)=[S:22])[CH:2]=[CH2:3]. The catalyst class is: 2. (4) Reactant: N#N.C(O)C.[NH2:6][C:7]1[CH:12]=[CH:11][CH:10]=[CH:9][C:8]=1B(O)O.[CH3:16][O:17][C:18](=[O:27])[CH2:19][C:20]1[CH:25]=[CH:24][CH:23]=[C:22](Br)[CH:21]=1. Product: [CH3:16][O:17][C:18](=[O:27])[CH2:19][C:20]1[CH:25]=[C:24]([C:8]2[CH:9]=[CH:10][CH:11]=[CH:12][C:7]=2[NH2:6])[CH:23]=[CH:22][CH:21]=1. The catalyst class is: 741. (5) Reactant: [Cl:1][C:2]1[CH:3]=[C:4]2[C:8](=[CH:9][CH:10]=1)[NH:7][CH:6]=[C:5]2[CH2:11][CH2:12][NH:13][C:14](=[O:22])[C:15]1[CH:20]=[CH:19][C:18](I)=[CH:17][CH:16]=1.[CH3:23][C:24]1[CH:25]=[C:26](B(O)O)[CH:27]=[CH:28][C:29]=1[CH3:30].C(=O)([O-])[O-].[Na+].[Na+]. Product: [Cl:1][C:2]1[CH:3]=[C:4]2[C:8](=[CH:9][CH:10]=1)[NH:7][CH:6]=[C:5]2[CH2:11][CH2:12][NH:13][C:14]([C:15]1[CH:20]=[CH:19][C:18]([C:26]2[CH:27]=[CH:28][C:29]([CH3:30])=[C:24]([CH3:23])[CH:25]=2)=[CH:17][CH:16]=1)=[O:22]. The catalyst class is: 437. (6) Reactant: [CH2:1]([N:8]1[C:16]2[C:11](=[CH:12][C:13]([C:17]([OH:26])([C:22]([F:25])([F:24])[F:23])[C:18]([F:21])([F:20])[F:19])=[CH:14][CH:15]=2)[CH:10]=[CH:9]1)[C:2]1[CH:7]=[CH:6][CH:5]=[CH:4][CH:3]=1.C1CCN2C(=NCCC2)CC1.[Si:38](Cl)([CH2:43][CH3:44])([CH2:41][CH3:42])[CH2:39][CH3:40]. Product: [CH2:1]([N:8]1[C:16]2[C:11](=[CH:12][C:13]([C:17]([O:26][Si:38]([CH2:43][CH3:44])([CH2:41][CH3:42])[CH2:39][CH3:40])([C:18]([F:19])([F:20])[F:21])[C:22]([F:25])([F:23])[F:24])=[CH:14][CH:15]=2)[CH:10]=[CH:9]1)[C:2]1[CH:3]=[CH:4][CH:5]=[CH:6][CH:7]=1. The catalyst class is: 3. (7) Product: [CH3:1][C:2]1[S:3][C:4]2[CH:10]=[C:9]([C:15]([C@H:18]3[CH2:20][C@@H:19]3[C:21]([O:23][CH3:24])=[O:22])=[O:16])[CH:8]=[CH:7][C:5]=2[N:6]=1. Reactant: [CH3:1][C:2]1[S:3][C:4]2[CH:10]=[C:9]([Sn](C)(C)C)[CH:8]=[CH:7][C:5]=2[N:6]=1.[C:15]([C@H:18]1[CH2:20][C@@H:19]1[C:21]([O:23][CH3:24])=[O:22])(Cl)=[O:16].CCOC(C)=O.CCCCCCC. The catalyst class is: 747.